Dataset: Full USPTO retrosynthesis dataset with 1.9M reactions from patents (1976-2016). Task: Predict the reactants needed to synthesize the given product. Given the product [F:1][C:2]1[CH:3]=[CH:4][C:5]([C:8]2[CH:16]=[C:15]3[C:11](/[C:12](=[CH:32]/[C:31]4[NH:30][C:29]5[CH2:34][CH2:35][CH2:36][CH2:37][CH2:38][C:28]=5[C:27]=4[CH2:26][CH2:25][CH2:24][N:18]4[CH2:19][CH2:20][O:21][CH2:22][CH2:23]4)/[C:13](=[O:17])[NH:14]3)=[CH:10][CH:9]=2)=[CH:6][CH:7]=1, predict the reactants needed to synthesize it. The reactants are: [F:1][C:2]1[CH:7]=[CH:6][C:5]([C:8]2[CH:16]=[C:15]3[C:11]([CH2:12][C:13](=[O:17])[NH:14]3)=[CH:10][CH:9]=2)=[CH:4][CH:3]=1.[N:18]1([CH2:24][CH2:25][CH2:26][C:27]2[C:28]3[CH2:38][CH2:37][CH2:36][CH2:35][CH2:34][C:29]=3[NH:30][C:31]=2[CH:32]=O)[CH2:23][CH2:22][O:21][CH2:20][CH2:19]1.N1CCCCC1.